From a dataset of Full USPTO retrosynthesis dataset with 1.9M reactions from patents (1976-2016). Predict the reactants needed to synthesize the given product. (1) Given the product [F:17][C:8]([F:16])([C:9]1[CH:10]=[CH:11][C:12]([F:15])=[CH:13][CH:14]=1)[CH2:7][N:20]1[CH2:21][CH2:22][CH:23]([NH:26][C:27](=[O:33])[O:28][C:29]([CH3:31])([CH3:30])[CH3:32])[CH2:24][CH2:25]1, predict the reactants needed to synthesize it. The reactants are: FC(F)(F)S(O[CH2:7][C:8]([F:17])([F:16])[C:9]1[CH:14]=[CH:13][C:12]([F:15])=[CH:11][CH:10]=1)(=O)=O.[NH:20]1[CH2:25][CH2:24][CH:23]([NH:26][C:27](=[O:33])[O:28][C:29]([CH3:32])([CH3:31])[CH3:30])[CH2:22][CH2:21]1.CCN(C(C)C)C(C)C. (2) Given the product [CH2:7]([N:25]=[C:1]=[O:4])[CH2:8][CH2:9][CH2:10][CH2:11][CH2:12][CH2:13][CH2:14]/[CH:15]=[CH:16]\[CH2:17][CH2:18][CH2:19][CH2:20][CH2:21][CH2:22][CH2:23][CH3:24], predict the reactants needed to synthesize it. The reactants are: [C:1](=[O:4])([O-])[O-].[Na+].[Na+].[CH2:7]([NH2:25])[CH2:8][CH2:9][CH2:10][CH2:11][CH2:12][CH2:13][CH2:14]/[CH:15]=[CH:16]\[CH2:17][CH2:18][CH2:19][CH2:20][CH2:21][CH2:22][CH2:23][CH3:24].O=C(Cl)OC(Cl)(Cl)Cl. (3) Given the product [F:2][C:3]1[C:8]([F:9])=[CH:7][CH:6]=[CH:5][C:4]=1[C:10]1[N:11]=[C:12]([N:15]2[CH2:20][CH2:19][NH:18][CH2:17][CH2:16]2)[S:13][CH:14]=1, predict the reactants needed to synthesize it. The reactants are: Cl.[F:2][C:3]1[C:8]([F:9])=[CH:7][CH:6]=[CH:5][C:4]=1[C:10]1[N:11]=[C:12]([N:15]2[CH2:20][CH2:19][NH:18][CH2:17][CH2:16]2)[S:13][CH:14]=1.[OH-].[Na+]. (4) Given the product [Br:1][C:2]1[CH:7]=[CH:6][CH:5]=[C:4]([NH2:8])[C:3]=1[NH2:11], predict the reactants needed to synthesize it. The reactants are: [Br:1][C:2]1[CH:7]=[CH:6][CH:5]=[C:4]([N+:8]([O-])=O)[C:3]=1[NH2:11].Cl[Sn]Cl.